Dataset: Full USPTO retrosynthesis dataset with 1.9M reactions from patents (1976-2016). Task: Predict the reactants needed to synthesize the given product. (1) Given the product [Cl:32][CH:31]([Cl:33])[C:28]1[CH:27]=[CH:26][C:25]([C:24]([NH:8][C:5]2[CH:6]=[CH:7][C:2]([CH3:1])=[C:3]([NH:9][C:10]3[N:15]=[C:14]([C:16]4[CH:17]=[N:18][CH:19]=[CH:20][CH:21]=4)[CH:13]=[CH:12][N:11]=3)[CH:4]=2)=[O:23])=[CH:30][CH:29]=1, predict the reactants needed to synthesize it. The reactants are: [CH3:1][C:2]1[CH:7]=[CH:6][C:5]([NH2:8])=[CH:4][C:3]=1[NH:9][C:10]1[N:15]=[C:14]([C:16]2[CH:17]=[N:18][CH:19]=[CH:20][CH:21]=2)[CH:13]=[CH:12][N:11]=1.C[O:23][C:24](=O)[C:25]1[CH:30]=[CH:29][C:28]([CH:31]([Cl:33])[Cl:32])=[CH:27][CH:26]=1.C[Al](C)C. (2) Given the product [C:1]1([P:7]2[CH2:11][CH2:10][CH2:9][C:8]2=[CH2:12])[CH:6]=[CH:5][CH:4]=[CH:3][CH:2]=1, predict the reactants needed to synthesize it. The reactants are: [C:1]1([P:7]2(=O)[CH2:11][CH2:10][CH2:9][C:8]2=[CH2:12])[CH:6]=[CH:5][CH:4]=[CH:3][CH:2]=1.C1([SiH3])C=CC=CC=1. (3) Given the product [CH3:20][N:8]1[C:9]2[C:10]3[N:35]=[C:33]([S:34][CH3:21])[N:32]=[CH:31][C:11]=3[CH2:12][CH2:13][C:14]=2[C:6]([C:4]([O:3][CH2:1][CH3:2])=[O:5])=[N:7]1, predict the reactants needed to synthesize it. The reactants are: [CH2:1]([O:3][C:4]([C:6]1[C:14]2[CH2:13][CH2:12][C:11](=CN(C)C)[C:10](=O)[C:9]=2[N:8]([CH3:20])[N:7]=1)=[O:5])[CH3:2].[C:21]([O-])(=O)C.[K+].S(O)(O)(=O)=O.[CH3:31][NH:32][C:33](=[NH:35])[SH:34]. (4) Given the product [CH2:64]([O:71][C:72]([N:74]1[CH2:75][CH2:76][CH:60]([OH:22])[CH:59]([OH:63])[CH2:62]1)=[O:73])[C:65]1[CH:70]=[CH:69][CH:68]=[CH:67][CH:66]=1, predict the reactants needed to synthesize it. The reactants are: CC[C@H]1[C@H]2C[C@H]([C@H](OC3C4C(=CC=CC=4)C(O[C@H](C4C=CN=C5C=4C=C(OC)C=C5)[C@@H]4N5C[C@H](CC)[C@@H](CC5)C4)=NN=3)C3C=CN=C4C=3C=C([O:22]C)C=C4)N(CC2)C1.[C:59]([OH:63])([CH3:62])(C)[CH3:60].[CH2:64]([O:71][C:72]([N:74]1CC=C[CH2:76][CH2:75]1)=[O:73])[C:65]1[CH:70]=[CH:69][CH:68]=[CH:67][CH:66]=1.S([O-])([O-])=O.[Na+].[Na+].